Dataset: Forward reaction prediction with 1.9M reactions from USPTO patents (1976-2016). Task: Predict the product of the given reaction. (1) The product is: [CH2:20]([O:1][C:2]1[CH2:3][N:4]([C:8]([O:10][C:11]([CH3:14])([CH3:13])[CH3:12])=[O:9])[CH2:5][CH2:6][N:7]=1)[CH3:21]. Given the reactants [O:1]=[C:2]1[NH:7][CH2:6][CH2:5][N:4]([C:8]([O:10][C:11]([CH3:14])([CH3:13])[CH3:12])=[O:9])[CH2:3]1.F[B-](F)(F)F.[CH2:20]([O+](CC)CC)[CH3:21].C([O-])(O)=O.[Na+], predict the reaction product. (2) Given the reactants C([N:8]1[CH2:13][CH2:12][CH:11]([N:14]2[CH2:19][CH2:18][N:17]([C:20]3[CH:21]=[C:22]([O:30][CH3:31])[CH:23]=[C:24]4[C:29]=3[N:28]=[CH:27][CH:26]=[CH:25]4)[CH2:16][CH2:15]2)[CH2:10][CH2:9]1)C1C=CC=CC=1.C(OC(Cl)=O)=C, predict the reaction product. The product is: [CH3:31][O:30][C:22]1[CH:23]=[C:24]2[C:29](=[C:20]([N:17]3[CH2:16][CH2:15][N:14]([CH:11]4[CH2:12][CH2:13][NH:8][CH2:9][CH2:10]4)[CH2:19][CH2:18]3)[CH:21]=1)[N:28]=[CH:27][CH:26]=[CH:25]2.